Dataset: Catalyst prediction with 721,799 reactions and 888 catalyst types from USPTO. Task: Predict which catalyst facilitates the given reaction. (1) Reactant: Br[C:2]1(Br)[C:10]2[C:5](=[CH:6][CH:7]=[C:8]([Cl:11])[CH:9]=2)[N:4]([CH:12]([CH3:16])[C:13]([NH2:15])=[O:14])[C:3]1=[O:17]. Product: [Cl:11][C:8]1[CH:9]=[C:10]2[C:5](=[CH:6][CH:7]=1)[N:4]([CH:12]([CH3:16])[C:13]([NH2:15])=[O:14])[C:3](=[O:17])[CH2:2]2. The catalyst class is: 565. (2) Reactant: Cl[C:2]1[C:7]([F:8])=[C:6]([F:9])[N:5]=[CH:4][C:3]=1[C:10]([OH:12])=[O:11].[CH3:13][N:14]1[C:22]2[C:17](=[CH:18][CH:19]=[C:20]([NH2:23])[CH:21]=2)[CH:16]=[N:15]1.C[Si]([N-][Si](C)(C)C)(C)C.[Li+].C1COCC1. Product: [F:8][C:7]1[C:6]([F:9])=[N:5][CH:4]=[C:3]([C:2]=1[NH:23][C:20]1[CH:21]=[C:22]2[C:17]([CH:16]=[N:15][N:14]2[CH3:13])=[CH:18][CH:19]=1)[C:10]([OH:12])=[O:11]. The catalyst class is: 1. (3) Reactant: [CH3:1][C:2]([C:5]([OH:7])=[O:6])([CH3:4])[NH2:3].[OH-].[Na+].Cl[C:11]([O:13][CH2:14][C:15]1[CH:20]=[CH:19][CH:18]=[CH:17][CH:16]=1)=[O:12]. Product: [CH2:14]([O:13][C:11]([NH:3][C:2]([CH3:4])([CH3:1])[C:5]([OH:7])=[O:6])=[O:12])[C:15]1[CH:20]=[CH:19][CH:18]=[CH:17][CH:16]=1. The catalyst class is: 6. (4) The catalyst class is: 11. Reactant: [CH3:1][C:2]1[CH:3]([C:10]2[CH:15]=[CH:14][CH:13]=[CH:12][C:11]=2[CH2:16][NH:17][C:18]2[CH:23]=[C:22]([CH3:24])[CH:21]=[C:20]([CH3:25])[CH:19]=2)[C:4]([CH3:9])=[C:5]([CH3:8])[C:6]=1[CH3:7].[CH3:26][N:27]([Ti:29](N(C)C)(N(C)C)N(C)C)[CH3:28]. Product: [CH3:16][N-:17][CH3:18].[CH3:26][N-:27][CH3:28].[Ti+2:29].[CH3:1][C:2]1[CH:3]([C:10]2[CH:15]=[CH:14][CH:13]=[CH:12][C:11]=2[CH2:16][NH:17][C:18]2[CH:23]=[C:22]([CH3:24])[CH:21]=[C:20]([CH3:25])[CH:19]=2)[C:4]([CH3:9])=[C:5]([CH3:8])[C:6]=1[CH3:7]. (5) Reactant: [NH2:1][C:2]1[CH:3]=[C:4]([CH:36]=[CH:37][CH:38]=1)[CH2:5][O:6][CH2:7][CH2:8][O:9][C:10]1[CH:15]=[CH:14][C:13]([CH2:16][CH2:17][N:18]2[CH2:22][C@@H:21]([C:23]3[CH:34]=[CH:33][C:26]4[O:27][C:28]([CH3:32])([CH3:31])[O:29][CH2:30][C:25]=4[CH:24]=3)[O:20][C:19]2=[O:35])=[CH:12][CH:11]=1.[C:39](OC(=O)C)(=[O:41])[CH3:40].C(N(CC)C(C)C)(C)C. Product: [CH3:31][C:28]1([CH3:32])[O:27][C:26]2[CH:33]=[CH:34][C:23]([C@H:21]3[O:20][C:19](=[O:35])[N:18]([CH2:17][CH2:16][C:13]4[CH:12]=[CH:11][C:10]([O:9][CH2:8][CH2:7][O:6][CH2:5][C:4]5[CH:3]=[C:2]([NH:1][C:39](=[O:41])[CH3:40])[CH:38]=[CH:37][CH:36]=5)=[CH:15][CH:14]=4)[CH2:22]3)=[CH:24][C:25]=2[CH2:30][O:29]1. The catalyst class is: 2. (6) Reactant: [CH2:1]([C:3]1[CH:8]=[CH:7][C:6]([CH:9]2[CH2:14][N:13]([C:15]([N:17]3[CH2:22][CH2:21][CH:20]([C:23]#[N:24])[CH2:19][CH2:18]3)=[O:16])[CH2:12][CH:11]([C:25]([O:27]CC)=[O:26])[CH2:10]2)=[CH:5][CH:4]=1)[CH3:2].[OH-].[Li+]. Product: [CH2:1]([C:3]1[CH:8]=[CH:7][C:6]([CH:9]2[CH2:14][N:13]([C:15]([N:17]3[CH2:22][CH2:21][CH:20]([C:23]#[N:24])[CH2:19][CH2:18]3)=[O:16])[CH2:12][CH:11]([C:25]([OH:27])=[O:26])[CH2:10]2)=[CH:5][CH:4]=1)[CH3:2]. The catalyst class is: 38. (7) Reactant: [Cl:1][CH2:2][CH2:3][CH2:4][CH2:5][C:6]1[N:10]([CH2:11][CH2:12][CH3:13])[N:9]=[C:8]([C:14]([NH2:16])=O)[CH:7]=1.P(Cl)(Cl)(Cl)=O.C(Cl)(Cl)Cl. The catalyst class is: 11. Product: [Cl:1][CH2:2][CH2:3][CH2:4][CH2:5][C:6]1[N:10]([CH2:11][CH2:12][CH3:13])[N:9]=[C:8]([C:14]#[N:16])[CH:7]=1. (8) Reactant: F[C:2]1[N:7]=[C:6]([N:8]2[C@@H:12]([CH:13]([CH3:15])[CH3:14])[CH2:11][O:10][C:9]2=[O:16])[CH:5]=[CH:4][N:3]=1.[F:17][C:18]1[CH:23]=[CH:22][C:21]([C:24]2[CH:25]=[N:26][C:27]([CH:30]([NH2:32])[CH3:31])=[N:28][CH:29]=2)=[CH:20][C:19]=1[CH3:33].C(N(C(C)C)CC)(C)C.O. Product: [F:17][C:18]1[CH:23]=[CH:22][C:21]([C:24]2[CH:29]=[N:28][C:27]([CH:30]([NH:32][C:2]3[N:7]=[C:6]([N:8]4[C@@H:12]([CH:13]([CH3:15])[CH3:14])[CH2:11][O:10][C:9]4=[O:16])[CH:5]=[CH:4][N:3]=3)[CH3:31])=[N:26][CH:25]=2)=[CH:20][C:19]=1[CH3:33]. The catalyst class is: 16. (9) Reactant: Cl[C:2]1[N:7]=[CH:6][N:5]=[C:4]([N:8]2[C:12](=[O:13])[C:11]([CH3:14])=[C:10]([O:15][CH3:16])[CH:9]2[OH:17])[CH:3]=1.[NH:18]1[CH2:23][CH2:22][CH2:21][CH2:20][CH2:19]1.C(OCC)C. The catalyst class is: 35. Product: [OH:17][CH:9]1[C:10]([O:15][CH3:16])=[C:11]([CH3:14])[C:12](=[O:13])[N:8]1[C:4]1[CH:3]=[C:2]([N:18]2[CH2:23][CH2:22][CH2:21][CH2:20][CH2:19]2)[N:7]=[CH:6][N:5]=1. (10) Reactant: [CH2:1]([N:8]1[CH2:13][C@@H:12]2[C@@:10]([NH2:15])([C@@H:11]2[CH3:14])[CH2:9]1)[C:2]1[CH:7]=[CH:6][CH:5]=[CH:4][CH:3]=1.C(N(CC)CC)C.[C:23]([O:27][C:28](O[C:28]([O:27][C:23]([CH3:26])([CH3:25])[CH3:24])=[O:29])=[O:29])([CH3:26])([CH3:25])[CH3:24]. Product: [CH2:1]([N:8]1[CH2:13][C@@H:12]2[C@@:10]([NH:15][C:28](=[O:29])[O:27][C:23]([CH3:26])([CH3:25])[CH3:24])([C@@H:11]2[CH3:14])[CH2:9]1)[C:2]1[CH:3]=[CH:4][CH:5]=[CH:6][CH:7]=1. The catalyst class is: 2.